This data is from Forward reaction prediction with 1.9M reactions from USPTO patents (1976-2016). The task is: Predict the product of the given reaction. Given the reactants [OH:1][C:2]1[CH:3]=[C:4]2[C:8](=[CH:9][CH:10]=1)[CH:7]([NH:11][S:12]([CH:15]([CH3:17])[CH3:16])(=[O:14])=[O:13])[CH2:6][CH2:5]2.C(=O)([O-])[O-].[K+].[K+].Br[CH2:25][C:26]1[CH:31]=[CH:30][CH:29]=[CH:28][C:27]=1[C:32]([F:35])([F:34])[F:33], predict the reaction product. The product is: [F:33][C:32]([F:34])([F:35])[C:27]1[CH:28]=[CH:29][CH:30]=[CH:31][C:26]=1[CH2:25][O:1][C:2]1[CH:3]=[C:4]2[C:8](=[CH:9][CH:10]=1)[CH:7]([NH:11][S:12]([CH:15]([CH3:17])[CH3:16])(=[O:14])=[O:13])[CH2:6][CH2:5]2.